Dataset: Forward reaction prediction with 1.9M reactions from USPTO patents (1976-2016). Task: Predict the product of the given reaction. Given the reactants [C@@H:1]1([C:11]([OH:13])=O)[C:10]2[C:5](=[CH:6][CH:7]=[CH:8][CH:9]=2)[CH2:4][CH2:3][CH2:2]1.[CH2:14]([O:16][C:17]([C:19]1([NH2:28])[CH2:27][C:26]2[C:21](=[CH:22][CH:23]=[CH:24][CH:25]=2)[CH2:20]1)=[O:18])[CH3:15].CN(C(ON1N=NC2C=CC=NC1=2)=[N+](C)C)C.F[P-](F)(F)(F)(F)F.CCN(C(C)C)C(C)C, predict the reaction product. The product is: [CH2:14]([O:16][C:17]([C:19]1([NH:28][C:11]([C@@H:1]2[C:10]3[C:5](=[CH:6][CH:7]=[CH:8][CH:9]=3)[CH2:4][CH2:3][CH2:2]2)=[O:13])[CH2:27][C:26]2[C:21](=[CH:22][CH:23]=[CH:24][CH:25]=2)[CH2:20]1)=[O:18])[CH3:15].